The task is: Predict the product of the given reaction.. This data is from Forward reaction prediction with 1.9M reactions from USPTO patents (1976-2016). (1) Given the reactants [NH:1]1[C:5]2[CH:6]=[CH:7][CH:8]=[CH:9][C:4]=2[N:3]=[C:2]1[C:10]([C:12]1[CH:17]=[CH:16][C:15]([OH:18])=[CH:14][CH:13]=1)=[O:11].C([O-])([O-])=O.[K+].[K+].[Cl:25][C:26]1[C:31](Cl)=[N:30][CH:29]=[CH:28][N:27]=1.CC(OC)(C)C.C(Cl)Cl, predict the reaction product. The product is: [NH:1]1[C:5]2[CH:6]=[CH:7][CH:8]=[CH:9][C:4]=2[N:3]=[C:2]1[C:10]([C:12]1[CH:17]=[CH:16][C:15]([O:18][C:31]2[C:26]([Cl:25])=[N:27][CH:28]=[CH:29][N:30]=2)=[CH:14][CH:13]=1)=[O:11]. (2) Given the reactants [CH3:1][S:2]([C:5]1[CH:6]=[C:7]([C:11]2[C:12]3[N:13]([N:17]=[C:18]([NH2:20])[N:19]=3)[CH:14]=[CH:15][CH:16]=2)[CH:8]=[CH:9][CH:10]=1)(=[O:4])=[O:3].Br[C:22]1[CH:35]=[CH:34][C:25]([O:26][CH2:27][CH2:28][N:29]2[CH2:33][CH2:32][CH2:31][CH2:30]2)=[CH:24][CH:23]=1, predict the reaction product. The product is: [CH3:1][S:2]([C:5]1[CH:6]=[C:7]([C:11]2[C:12]3[N:13]([N:17]=[C:18]([NH:20][C:22]4[CH:35]=[CH:34][CH:25]=[CH:24][CH:23]=4)[N:19]=3)[CH:14]=[CH:15][CH:16]=2)[CH:8]=[CH:9][CH:10]=1)(=[O:3])=[O:4].[CH3:1][S:2]([C:5]1[CH:6]=[C:7]([C:11]2[C:12]3[N:13]([N:17]=[C:18]([NH:20][C:22]4[CH:23]=[CH:24][C:25]([O:26][CH2:27][CH2:28][N:29]5[CH2:30][CH2:31][CH2:32][CH2:33]5)=[CH:34][CH:35]=4)[N:19]=3)[CH:14]=[CH:15][CH:16]=2)[CH:8]=[CH:9][CH:10]=1)(=[O:3])=[O:4].[N:29]1([CH2:28][CH2:27][O:26][C:25]2[CH:34]=[CH:35][C:22]([NH2:13])=[CH:23][CH:24]=2)[CH2:33][CH2:32][CH2:31][CH2:30]1. (3) Given the reactants [NH2:1][C:2]1[CH:7]=[CH:6][CH:5]=[C:4]([C:8]2[CH:13]=[CH:12][CH:11]=[C:10]([O:14][CH3:15])[CH:9]=2)[C:3]=1[C:16]#[N:17].O=[C:19]([CH3:26])[CH2:20][C:21]([O:23][CH2:24][CH3:25])=[O:22], predict the reaction product. The product is: [CH2:24]([O:23][C:21]([C:20]1[C:19]([CH3:26])=[N:1][C:2]2[C:3]([C:16]=1[NH2:17])=[C:4]([C:8]1[CH:13]=[CH:12][CH:11]=[C:10]([O:14][CH3:15])[CH:9]=1)[CH:5]=[CH:6][CH:7]=2)=[O:22])[CH3:25]. (4) Given the reactants [CH2:1]([O:3][C:4]([C:6]1[C:11]([CH3:12])=[N:10][CH:9]=[CH:8][N:7]=1)=[O:5])[CH3:2].[Br:13]N1C(=O)CCC1=O.N(C(C)(C)C#N)=NC(C)(C)C#N, predict the reaction product. The product is: [CH2:1]([O:3][C:4]([C:6]1[C:11]([CH2:12][Br:13])=[N:10][CH:9]=[CH:8][N:7]=1)=[O:5])[CH3:2]. (5) Given the reactants Br[C:2]1[CH:9]=[CH:8][C:7]([O:10][CH3:11])=[CH:6][C:3]=1[CH:4]=[O:5].[CH3:12]B1OB(C)OB(C)O1.C(=O)([O-])[O-].[K+].[K+], predict the reaction product. The product is: [CH3:11][O:10][C:7]1[CH:8]=[CH:9][C:2]([CH3:12])=[C:3]([CH:6]=1)[CH:4]=[O:5]. (6) Given the reactants [OH:1][C:2]1[CH:10]=[CH:9][C:8]([C:11]2[N:12]([C:27]([O:29][C:30]([CH3:33])([CH3:32])[CH3:31])=[O:28])[C:13]3[C:18]([CH:19]=2)=[CH:17][C:16]([CH2:20][N:21]2[CH2:26][CH2:25][CH2:24][CH2:23][CH2:22]2)=[CH:15][CH:14]=3)=[C:7]2[C:3]=1[CH2:4][NH:5][C:6]2=[O:34].C(N(CC)CC)C.[N:42]1[C:51]2[C:46](=[CH:47][CH:48]=[CH:49][C:50]=2[S:52](Cl)(=[O:54])=[O:53])[CH:45]=[CH:44][CH:43]=1, predict the reaction product. The product is: [N:42]1[C:51]2[C:46](=[CH:47][CH:48]=[CH:49][C:50]=2[S:52]([O:1][C:2]2[CH:10]=[CH:9][C:8]([C:11]3[N:12]([C:27]([O:29][C:30]([CH3:31])([CH3:33])[CH3:32])=[O:28])[C:13]4[C:18]([CH:19]=3)=[CH:17][C:16]([CH2:20][N:21]3[CH2:26][CH2:25][CH2:24][CH2:23][CH2:22]3)=[CH:15][CH:14]=4)=[C:7]3[C:3]=2[CH2:4][NH:5][C:6]3=[O:34])(=[O:54])=[O:53])[CH:45]=[CH:44][CH:43]=1. (7) Given the reactants [CH2:1]([N:8]1[C:16]2[C:11](=[CH:12][C:13]([NH:17][C:18]3[CH:27]=[CH:26][C:25]([CH:28]4[CH2:33][CH2:32][CH2:31][CH2:30][CH2:29]4)=[CH:24][C:19]=3[C:20]([O:22]C)=[O:21])=[CH:14][CH:15]=2)[CH:10]=[CH:9]1)[C:2]1[CH:7]=[CH:6][CH:5]=[CH:4][CH:3]=1.[OH-].[Na+].Cl.C(OCC)(=O)C, predict the reaction product. The product is: [CH2:1]([N:8]1[C:16]2[C:11](=[CH:12][C:13]([NH:17][C:18]3[CH:27]=[CH:26][C:25]([CH:28]4[CH2:33][CH2:32][CH2:31][CH2:30][CH2:29]4)=[CH:24][C:19]=3[C:20]([OH:22])=[O:21])=[CH:14][CH:15]=2)[CH:10]=[CH:9]1)[C:2]1[CH:3]=[CH:4][CH:5]=[CH:6][CH:7]=1. (8) Given the reactants Br[C:2]1[CH:7]=[CH:6][N:5]=[C:4]([C:8]([OH:11])([CH3:10])[CH3:9])[CH:3]=1.[OH-].[NH4+:13], predict the reaction product. The product is: [NH2:13][C:2]1[CH:7]=[CH:6][N:5]=[C:4]([C:8]([OH:11])([CH3:10])[CH3:9])[CH:3]=1. (9) The product is: [NH2:1][C:2]1[C:3]([C:4](=[O:6])[NH:15][C:16]2[CH:21]=[CH:20][CH:19]=[CH:18][N:17]=2)=[CH:7][CH:8]=[CH:9][C:10]=1[C:11]([O:13][CH3:14])=[O:12]. Given the reactants [NH2:1][C:2]1[C:10]([C:11]([O:13][CH3:14])=[O:12])=[CH:9][CH:8]=[CH:7][C:3]=1[C:4]([OH:6])=O.[NH2:15][C:16]1[CH:21]=[CH:20][CH:19]=[CH:18][N:17]=1.C1C=CC2N(O)N=NC=2C=1.CCN=C=NCCCN(C)C, predict the reaction product.